This data is from Reaction yield outcomes from USPTO patents with 853,638 reactions. The task is: Predict the reaction yield, written as a fraction of the theoretical maximum amount of product (1.0 means a 100% yield; for example, 0.34 means a 34% yield). (1) The reactants are [CH3:1][C:2]1[S:3][CH:4]=[C:5]([C:7]([O:9][CH2:10][CH3:11])=[O:8])[N:6]=1.S(=O)(=O)(O)O.II.[I:19](O)(=O)=O.S([O-])([O-])(=O)=S.[Na+].[Na+]. The catalyst is C(O)(=O)C.C(Cl)(Cl)(Cl)Cl. The product is [CH2:10]([O:9][C:7]([C:5]1[N:6]=[C:2]([CH3:1])[S:3][C:4]=1[I:19])=[O:8])[CH3:11]. The yield is 0.370. (2) The reactants are [S:1]1[CH:5]=[CH:4][C:3]2[CH2:6][CH2:7][CH2:8][CH2:9][C:2]1=2.[Br:10]N1C(=O)CCC1=O. The catalyst is C(Cl)(Cl)Cl. The product is [Br:10][C:5]1[S:1][C:2]2[CH2:9][CH2:8][CH2:7][CH2:6][C:3]=2[CH:4]=1. The yield is 0.880. (3) The reactants are [CH3:1][N:2]1[CH2:7][CH2:6][N:5]([C:8](=[O:21])[CH2:9][CH2:10][CH2:11][O:12][C:13]2[CH:14]=[C:15]([CH:18]=[CH:19][CH:20]=2)[CH:16]=O)[CH2:4][CH2:3]1.[CH:22]([C:24]1[CH:25]=C(C=C[CH:36]=1)OCCCC(O)=O)=O.CN1CCNCC1.CN(C)CCCN=C=NCC.O.O[N:57]1[C:61]2[CH:62]=[CH:63][CH:64]=[CH:65][C:60]=2[N:59]=N1. The catalyst is ClCCl.O. The product is [C:24]([C:63]1[CH:64]=[CH:65][C:60]2[NH:59][C:16]([C:15]3[CH:14]=[C:13]([CH:20]=[CH:19][CH:18]=3)[O:12][CH2:11][CH2:10][CH2:9][C:8]([N:5]3[CH2:6][CH2:7][N:2]([CH3:1])[CH2:3][CH2:4]3)=[O:21])=[N:57][C:61]=2[CH:62]=1)([CH3:25])([CH3:36])[CH3:22]. The yield is 0.620. (4) The reactants are Br[CH2:2][C:3]([NH:5][C:6]1[CH:11]=[CH:10][CH:9]=[C:8]([C:12]2[CH:21]=[N:20][C:19]3[C:14](=[CH:15][CH:16]=[CH:17][CH:18]=3)[N:13]=2)[CH:7]=1)=[O:4].[C:22]([O-:25])(=[O:24])[CH3:23].[Na+]. The catalyst is C(#N)C.C(OCC)(=O)C. The product is [C:22]([O:25][CH2:2][C:3](=[O:4])[NH:5][C:6]1[CH:11]=[CH:10][CH:9]=[C:8]([C:12]2[CH:21]=[N:20][C:19]3[C:14](=[CH:15][CH:16]=[CH:17][CH:18]=3)[N:13]=2)[CH:7]=1)(=[O:24])[CH3:23]. The yield is 0.740. (5) The yield is 0.590. The catalyst is O1CCCC1. The reactants are [F:1][C:2]1[CH:7]=[CH:6][C:5]([C:8]2[C:20]([C:21]3[CH:26]=[CH:25][N:24]=[C:23]([N:27]4[CH2:31][CH2:30][CH2:29][CH2:28]4)[N:22]=3)=[C:11]3[CH:12]=[CH:13][C:14]([C:16]([F:19])([F:18])[F:17])=[CH:15][N:10]3[N:9]=2)=[CH:4][CH:3]=1.C([Li])CCC.C(Cl)(Cl)(Cl)[Cl:38]. The product is [Cl:38][C:15]1[N:10]2[N:9]=[C:8]([C:5]3[CH:4]=[CH:3][C:2]([F:1])=[CH:7][CH:6]=3)[C:20]([C:21]3[CH:26]=[CH:25][N:24]=[C:23]([N:27]4[CH2:28][CH2:29][CH2:30][CH2:31]4)[N:22]=3)=[C:11]2[CH:12]=[CH:13][C:14]=1[C:16]([F:19])([F:17])[F:18]. (6) The reactants are Br[C:2]1[CH:7]=[CH:6][C:5]([Br:8])=[CH:4][N:3]=1.[CH3:9][O-:10].[Na+]. The catalyst is CO.O. The product is [Br:8][C:5]1[CH:6]=[CH:7][C:2]([O:10][CH3:9])=[N:3][CH:4]=1. The yield is 0.580.